Dataset: Full USPTO retrosynthesis dataset with 1.9M reactions from patents (1976-2016). Task: Predict the reactants needed to synthesize the given product. (1) Given the product [CH3:1][C:2]1[CH:3]=[C:4]([CH:9]2[C:16]3[CH:15]=[C:14]([C:17]([O:19][CH3:20])=[O:18])[NH:13][C:12]=3[CH2:11][CH2:10]2)[CH:5]=[C:6]([CH3:8])[CH:7]=1, predict the reactants needed to synthesize it. The reactants are: [CH3:1][C:2]1[CH:3]=[C:4]([C:9]2[C:16]3[CH:15]=[C:14]([C:17]([O:19][CH3:20])=[O:18])[NH:13][C:12]=3[CH2:11][CH:10]=2)[CH:5]=[C:6]([CH3:8])[CH:7]=1. (2) Given the product [F:1][CH:2]([F:37])[C:3]1[CH:8]=[CH:7][C:6]([C:9]2[O:10][C:11]3[CH:21]=[C:20]([N:22]([CH3:27])[S:23]([CH3:26])(=[O:25])=[O:24])[C:19]([C:39]4[CH:40]=[CH:41][C:42]5[O:55][CH2:54][N:45]6[C:46]7[CH:47]=[CH:48][CH:49]=[C:50]([F:53])[C:51]=7[CH:52]=[C:44]6[C:43]=5[N:56]=4)=[CH:18][C:12]=3[C:13]=2[C:14]([NH:16][CH3:17])=[O:15])=[CH:5][CH:4]=1, predict the reactants needed to synthesize it. The reactants are: [F:1][CH:2]([F:37])[C:3]1[CH:8]=[CH:7][C:6]([C:9]2[O:10][C:11]3[CH:21]=[C:20]([N:22]([CH3:27])[S:23]([CH3:26])(=[O:25])=[O:24])[C:19](B4OC(C)(C)C(C)(C)O4)=[CH:18][C:12]=3[C:13]=2[C:14]([NH:16][CH3:17])=[O:15])=[CH:5][CH:4]=1.Cl[C:39]1[CH:40]=[CH:41][C:42]2[O:55][CH2:54][N:45]3[C:46]4[CH:47]=[CH:48][CH:49]=[C:50]([F:53])[C:51]=4[CH:52]=[C:44]3[C:43]=2[N:56]=1.C([O-])([O-])=O.[Na+].[Na+].CC(C1C=C(C(C)C)C(C2C=CC=CC=2P(C2CCCCC2)C2CCCCC2)=C(C(C)C)C=1)C. (3) Given the product [ClH:37].[ClH:37].[CH:15]([N:1]1[CH2:6][CH2:5][NH:4][CH2:3][CH2:2]1)([CH3:17])[CH3:14], predict the reactants needed to synthesize it. The reactants are: [N:1]1(C(OC(C)(C)C)=O)[CH2:6][CH2:5][NH:4][CH2:3][CH2:2]1.[CH3:14][C:15]([CH3:17])=O.C(O)(=O)C.[BH-](OC(C)=O)(OC(C)=O)OC(C)=O.[Na+].C(Cl)[Cl:37]. (4) Given the product [Si:19]([O:9][CH2:8][C@@H:7]([CH:4]1[CH2:5][CH2:6][O:1][CH2:2][CH2:3]1)[OH:10])([C:22]([CH3:25])([CH3:24])[CH3:23])([CH3:21])[CH3:20], predict the reactants needed to synthesize it. The reactants are: [O:1]1[CH2:6][CH2:5][CH:4]([C@@H:7]([OH:10])[CH2:8][OH:9])[CH2:3][CH2:2]1.N1C(C)=CC=CC=1C.[Si:19](Cl)([C:22]([CH3:25])([CH3:24])[CH3:23])([CH3:21])[CH3:20].[NH4+].[Cl-]. (5) Given the product [Cl:1][C:2]1[CH:3]=[CH:4][C:5]([O:12][CH2:14][C:15]([N:17]2[CH:18]3[CH2:25][N:24]([CH2:26][C:27]4[CH:32]=[CH:31][C:30]([F:33])=[CH:29][CH:28]=4)[CH2:23][CH:22]2[CH2:21][O:20][CH2:19]3)=[O:16])=[C:6]([NH:8][C:9](=[O:11])[CH3:10])[CH:7]=1, predict the reactants needed to synthesize it. The reactants are: [Cl:1][C:2]1[CH:3]=[CH:4][C:5]([OH:12])=[C:6]([NH:8][C:9](=[O:11])[CH3:10])[CH:7]=1.Cl[CH2:14][C:15]([N:17]1[CH:22]2[CH2:23][N:24]([CH2:26][C:27]3[CH:32]=[CH:31][C:30]([F:33])=[CH:29][CH:28]=3)[CH2:25][CH:18]1[CH2:19][O:20][CH2:21]2)=[O:16].[OH-].[Na+]. (6) Given the product [C:33]([C:26]1[CH:27]=[N:28][C:29]2[C:24]([C:25]=1[NH:36][C:37]1[CH:42]=[CH:41][CH:40]=[C:39]([O:43][CH3:44])[CH:38]=1)=[CH:23][C:22]([S:19]([C:15]1[CH:14]=[C:13]([CH:18]=[CH:17][CH:16]=1)[C:11]([NH:45][C:46]1[CH:47]=[C:48]([C:52]3[CH:57]=[CH:56][C:55]([CH2:58][CH2:59][CH2:60][C:61]([O:63][CH3:64])=[O:62])=[CH:54][CH:53]=3)[CH:49]=[CH:50][CH:51]=1)=[O:12])(=[O:21])=[O:20])=[CH:31][C:30]=2[CH3:32])(=[O:34])[NH2:35], predict the reactants needed to synthesize it. The reactants are: OCCCCCCCCN[C:11]([C:13]1[CH:14]=[C:15]([S:19]([C:22]2[CH:23]=[C:24]3[C:29](=[C:30]([CH3:32])[CH:31]=2)[N:28]=[CH:27][C:26]([C:33]([NH2:35])=[O:34])=[C:25]3[NH:36][C:37]2[CH:42]=[CH:41][CH:40]=[C:39]([O:43][CH3:44])[CH:38]=2)(=[O:21])=[O:20])[CH:16]=[CH:17][CH:18]=1)=[O:12].[NH2:45][C:46]1[CH:47]=[C:48]([C:52]2[CH:57]=[CH:56][C:55]([CH2:58][CH2:59][CH2:60][C:61]([O:63][CH3:64])=[O:62])=[CH:54][CH:53]=2)[CH:49]=[CH:50][CH:51]=1.